This data is from Full USPTO retrosynthesis dataset with 1.9M reactions from patents (1976-2016). The task is: Predict the reactants needed to synthesize the given product. Given the product [CH3:40][O:39][C:30]1[C:31]([O:33][CH2:34][CH2:35][CH2:36][O:37][CH3:38])=[CH:32][C:15]2[CH2:14][CH:13]([C:10]([CH3:12])([CH3:11])[CH2:9][O:8][CH3:1])[N:22]3[C:17](=[CH:18][C:19](=[O:28])[C:20]([C:23]([OH:25])=[O:24])=[CH:21]3)[C:16]=2[CH:29]=1, predict the reactants needed to synthesize it. The reactants are: [CH2:1]([O:8][CH2:9][C:10]([CH:13]1[N:22]2[C:17](=[CH:18][C:19](=[O:28])[C:20]([C:23]([O:25]CC)=[O:24])=[CH:21]2)[C:16]2[CH:29]=[C:30]([O:39][CH3:40])[C:31]([O:33][CH2:34][CH2:35][CH2:36][O:37][CH3:38])=[CH:32][C:15]=2[CH2:14]1)([CH3:12])[CH3:11])C1C=CC=CC=1.[Li+].[OH-].Cl.